Dataset: Catalyst prediction with 721,799 reactions and 888 catalyst types from USPTO. Task: Predict which catalyst facilitates the given reaction. (1) Reactant: [CH2:1]([CH:3]([C:6]1[C:14]2[NH:13][C:12](=[O:15])[NH:11][C:10]=2[CH:9]=[CH:8][CH:7]=1)[CH2:4][CH3:5])[CH3:2].C(=O)([O-])[O-].[K+].[K+].[C:22](O[C:22]([O:24][C:25]([CH3:28])([CH3:27])[CH3:26])=[O:23])([O:24][C:25]([CH3:28])([CH3:27])[CH3:26])=[O:23]. Product: [CH2:1]([CH:3]([C:6]1[C:14]2[NH:13][C:12](=[O:15])[N:11]([C:22]([O:24][C:25]([CH3:28])([CH3:27])[CH3:26])=[O:23])[C:10]=2[CH:9]=[CH:8][CH:7]=1)[CH2:4][CH3:5])[CH3:2]. The catalyst class is: 30. (2) The catalyst class is: 4. Reactant: [NH2:1][C@@H:2]1[CH2:11][C:10]2[C:5](=[C:6]([S:14]([NH:17][C:18]3[CH:23]=[CH:22][CH:21]=[CH:20][CH:19]=3)(=[O:16])=[O:15])[CH:7]=[CH:8][C:9]=2[O:12][CH3:13])[O:4][CH2:3]1.C(N(CC)CC)C.Cl[C:32]([O:34][CH2:35][CH3:36])=[O:33]. Product: [NH:17]([S:14]([C:6]1[CH:7]=[CH:8][C:9]([O:12][CH3:13])=[C:10]2[C:5]=1[O:4][CH2:3][C@H:2]([NH:1][C:32](=[O:33])[O:34][CH2:35][CH3:36])[CH2:11]2)(=[O:15])=[O:16])[C:18]1[CH:19]=[CH:20][CH:21]=[CH:22][CH:23]=1.